From a dataset of Catalyst prediction with 721,799 reactions and 888 catalyst types from USPTO. Predict which catalyst facilitates the given reaction. (1) Reactant: C(OC(=O)[NH:7][CH2:8][C:9]1[CH:14]=[CH:13][C:12]([O:15][CH2:16][C:17](=[O:19])[NH2:18])=[C:11]([CH:20]2[CH2:25][CH2:24][N:23]([C:26]([C:28]3[C:36]4[C:31](=[C:32]([CH3:37])[CH:33]=[CH:34][CH:35]=4)[N:30]([CH2:38][CH2:39][O:40][CH3:41])[CH:29]=3)=[O:27])[CH2:22][CH2:21]2)[CH:10]=1)(C)(C)C.[ClH:43]. Product: [ClH:43].[NH2:7][CH2:8][C:9]1[CH:14]=[CH:13][C:12]([O:15][CH2:16][C:17]([NH2:18])=[O:19])=[C:11]([CH:20]2[CH2:25][CH2:24][N:23]([C:26]([C:28]3[C:36]4[C:31](=[C:32]([CH3:37])[CH:33]=[CH:34][CH:35]=4)[N:30]([CH2:38][CH2:39][O:40][CH3:41])[CH:29]=3)=[O:27])[CH2:22][CH2:21]2)[CH:10]=1. The catalyst class is: 12. (2) Reactant: [Cl:1][C:2]1[C:3]([N:8]2[CH:12]([C:13]([O:15][CH2:16][CH3:17])=[O:14])[CH2:11][C:10](OS(C3C=CC=CC=3)(=O)=O)=[N:9]2)=[N:4][CH:5]=[CH:6][CH:7]=1.[BrH:28].C(=O)([O-])O.[Na+]. Product: [Br:28][C:10]1[CH2:11][CH:12]([C:13]([O:15][CH2:16][CH3:17])=[O:14])[N:8]([C:3]2[C:2]([Cl:1])=[CH:7][CH:6]=[CH:5][N:4]=2)[N:9]=1. The catalyst class is: 15. (3) Reactant: [F:1][C:2]1[CH:3]=[C:4]([CH:10]2[CH2:12][CH:11]2[CH2:13][OH:14])[CH:5]=[CH:6][C:7]=1[O:8][CH3:9].I(C1C=CC=CC=1C(O)=O)(=O)=O. Product: [F:1][C:2]1[CH:3]=[C:4]([CH:10]2[CH2:12][CH:11]2[CH:13]=[O:14])[CH:5]=[CH:6][C:7]=1[O:8][CH3:9]. The catalyst class is: 16. (4) Reactant: [CH:1]([CH:5]([N:34]([CH3:51])[C:35]([CH:37]([NH:41][C:42](=[O:50])[CH:43]([N:47]([CH3:49])[CH3:48])[CH:44]([CH3:46])[CH3:45])[CH:38]([CH3:40])[CH3:39])=[O:36])[CH:6]([O:32][CH3:33])[CH2:7][C:8]([N:10]1[CH2:14][CH2:13][CH2:12][CH:11]1[CH:15]([S:30][CH3:31])[CH:16]([C:18](=[O:29])[NH:19][CH2:20][CH2:21][C:22]1[CH:27]=[CH:26][CH:25]=[C:24]([OH:28])[CH:23]=1)[CH3:17])=[O:9])([CH2:3][CH3:4])[CH3:2].[CH2:52]([N:54]=[C:55]=[O:56])[CH3:53].C(N(C(C)C)CC)(C)C. Product: [CH3:49][N:47]([CH3:48])[CH:43]([CH:44]([CH3:46])[CH3:45])[C:42]([NH:41][CH:37]([CH:38]([CH3:39])[CH3:40])[C:35]([N:34]([CH3:51])[CH:5]([CH:1]([CH3:2])[CH2:3][CH3:4])[CH:6]([O:32][CH3:33])[CH2:7][C:8]([N:10]1[CH2:14][CH2:13][CH2:12][CH:11]1[CH:15]([S:30][CH3:31])[CH:16]([CH3:17])[C:18]([NH:19][CH2:20][CH2:21][C:22]1[CH:23]=[C:24]([O:28][C:55](=[O:56])[NH:54][CH2:52][CH3:53])[CH:25]=[CH:26][CH:27]=1)=[O:29])=[O:9])=[O:36])=[O:50]. The catalyst class is: 2. (5) Reactant: [Cl:1][C:2]1[CH:7]=[CH:6][N:5]=[CH:4][C:3]=1[C:8]1[C:12]([C:13]([OH:15])=O)=[C:11]([CH3:16])[O:10][N:9]=1.[CH2:17]([O:24][C:25](=[O:35])[NH:26][CH2:27][CH:28]1[CH2:33][CH2:32][CH2:31][CH:30]([NH2:34])[CH2:29]1)[C:18]1[CH:23]=[CH:22][CH:21]=[CH:20][CH:19]=1.Cl.CN(C)CCCN=C=NCC.ON1C2N=CC=CC=2N=N1.C(N(CC)C(C)C)(C)C. Product: [CH2:17]([O:24][C:25](=[O:35])[NH:26][CH2:27][CH:28]1[CH2:33][CH2:32][CH2:31][CH:30]([NH:34][C:13]([C:12]2[C:8]([C:3]3[CH:4]=[N:5][CH:6]=[CH:7][C:2]=3[Cl:1])=[N:9][O:10][C:11]=2[CH3:16])=[O:15])[CH2:29]1)[C:18]1[CH:19]=[CH:20][CH:21]=[CH:22][CH:23]=1. The catalyst class is: 9. (6) Reactant: [H-].[Na+].[C:3]([O:7][C:8]([N:10]1[C:18]2[C:13](=[CH:14][CH:15]=[C:16]([Br:19])[CH:17]=2)[C:12]([CH2:21][OH:22])([CH3:20])[CH2:11]1)=[O:9])([CH3:6])([CH3:5])[CH3:4].[CH3:23]I. Product: [C:3]([O:7][C:8]([N:10]1[C:18]2[C:13](=[CH:14][CH:15]=[C:16]([Br:19])[CH:17]=2)[C:12]([CH2:21][O:22][CH3:23])([CH3:20])[CH2:11]1)=[O:9])([CH3:6])([CH3:5])[CH3:4]. The catalyst class is: 3. (7) Reactant: [NH:1]1[CH2:6][CH2:5][O:4][CH2:3][CH2:2]1.C(=O)([O-])[O-].[K+].[K+].[CH2:13](Br)[C:14]#[CH:15]. Product: [CH2:15]([N:1]1[CH2:6][CH2:5][O:4][CH2:3][CH2:2]1)[C:14]#[CH:13]. The catalyst class is: 10. (8) Reactant: [C:1]([C:3]1[CH:8]=[CH:7][C:6]([CH2:9][C@@H:10]([NH:14][C:15](=[O:51])[CH2:16][NH:17][C:18](=[O:50])[CH2:19][O:20][C:21]2[CH:26]=[CH:25][C:24]([C@@H:27]3[C@@H:30]([S:31][CH2:32][C:33]([C:35]4[CH:40]=[CH:39][C:38]([F:41])=[CH:37][CH:36]=4)=[O:34])[C:29](=[O:42])[N:28]3[C:43]3[CH:48]=[CH:47][C:46]([F:49])=[CH:45][CH:44]=3)=[CH:23][CH:22]=2)[C:11]([OH:13])=[O:12])=[CH:5][CH:4]=1)#[N:2].[BH4-].[Na+]. Product: [C:1]([C:3]1[CH:8]=[CH:7][C:6]([CH2:9][C@@H:10]([NH:14][C:15](=[O:51])[CH2:16][NH:17][C:18](=[O:50])[CH2:19][O:20][C:21]2[CH:22]=[CH:23][C:24]([C@@H:27]3[C@@H:30]([S:31][CH2:32][CH:33]([C:35]4[CH:40]=[CH:39][C:38]([F:41])=[CH:37][CH:36]=4)[OH:34])[C:29](=[O:42])[N:28]3[C:43]3[CH:48]=[CH:47][C:46]([F:49])=[CH:45][CH:44]=3)=[CH:25][CH:26]=2)[C:11]([OH:13])=[O:12])=[CH:5][CH:4]=1)#[N:2]. The catalyst class is: 130.